This data is from NCI-60 drug combinations with 297,098 pairs across 59 cell lines. The task is: Regression. Given two drug SMILES strings and cell line genomic features, predict the synergy score measuring deviation from expected non-interaction effect. (1) Drug 1: C1CCN(CC1)CCOC2=CC=C(C=C2)C(=O)C3=C(SC4=C3C=CC(=C4)O)C5=CC=C(C=C5)O. Drug 2: C1=CC=C(C(=C1)C(C2=CC=C(C=C2)Cl)C(Cl)Cl)Cl. Cell line: OVCAR3. Synergy scores: CSS=7.32, Synergy_ZIP=-0.593, Synergy_Bliss=4.53, Synergy_Loewe=2.91, Synergy_HSA=1.76. (2) Drug 1: C1CC(=O)NC(=O)C1N2C(=O)C3=CC=CC=C3C2=O. Drug 2: C1CCC(C(C1)N)N.C(=O)(C(=O)[O-])[O-].[Pt+4]. Cell line: SN12C. Synergy scores: CSS=16.7, Synergy_ZIP=-8.59, Synergy_Bliss=-4.01, Synergy_Loewe=-9.22, Synergy_HSA=-1.05. (3) Drug 1: C1CN1P(=S)(N2CC2)N3CC3. Drug 2: CCC1(CC2CC(C3=C(CCN(C2)C1)C4=CC=CC=C4N3)(C5=C(C=C6C(=C5)C78CCN9C7C(C=CC9)(C(C(C8N6C=O)(C(=O)OC)O)OC(=O)C)CC)OC)C(=O)OC)O.OS(=O)(=O)O. Cell line: HL-60(TB). Synergy scores: CSS=41.2, Synergy_ZIP=-1.11, Synergy_Bliss=-6.33, Synergy_Loewe=-27.6, Synergy_HSA=-10.3. (4) Drug 1: CCCCC(=O)OCC(=O)C1(CC(C2=C(C1)C(=C3C(=C2O)C(=O)C4=C(C3=O)C=CC=C4OC)O)OC5CC(C(C(O5)C)O)NC(=O)C(F)(F)F)O. Drug 2: CC12CCC3C(C1CCC2OP(=O)(O)O)CCC4=C3C=CC(=C4)OC(=O)N(CCCl)CCCl.[Na+]. Cell line: OVCAR-4. Synergy scores: CSS=16.8, Synergy_ZIP=-5.57, Synergy_Bliss=-0.253, Synergy_Loewe=-3.94, Synergy_HSA=0.0276.